Task: Predict the product of the given reaction.. Dataset: Forward reaction prediction with 1.9M reactions from USPTO patents (1976-2016) (1) Given the reactants [C:1]([O:5][C:6](=[O:26])[C:7]1[CH:12]=[CH:11][C:10]([CH2:13][N:14]2[C:23](=[O:24])[C:22]3[C:17](=[CH:18][CH:19]=[C:20](I)[CH:21]=3)[N:16]=[CH:15]2)=[CH:9][CH:8]=1)([CH3:4])([CH3:3])[CH3:2].C(NC(C)C)(C)C.[CH2:34]([N:37]1[CH2:42][CH2:41][O:40][CH2:39][CH2:38]1)[C:35]#[CH:36], predict the reaction product. The product is: [C:1]([O:5][C:6](=[O:26])[C:7]1[CH:12]=[CH:11][C:10]([CH2:13][N:14]2[C:23](=[O:24])[C:22]3[C:17](=[CH:18][CH:19]=[C:20]([C:36]#[C:35][CH2:34][N:37]4[CH2:42][CH2:41][O:40][CH2:39][CH2:38]4)[CH:21]=3)[N:16]=[CH:15]2)=[CH:9][CH:8]=1)([CH3:4])([CH3:3])[CH3:2]. (2) Given the reactants [NH2:1][C:2]1[C:7]2=[C:8]([C:18]3[CH:23]=[CH:22][C:21]([N+:24]([O-])=O)=[CH:20][CH:19]=3)[C:9](/[CH:11]=[CH:12]/[C:13]([O:15][CH2:16][CH3:17])=[O:14])=[CH:10][N:6]2[N:5]=[CH:4][N:3]=1, predict the reaction product. The product is: [NH2:1][C:2]1[C:7]2=[C:8]([C:18]3[CH:19]=[CH:20][C:21]([NH2:24])=[CH:22][CH:23]=3)[C:9]([CH2:11][CH2:12][C:13]([O:15][CH2:16][CH3:17])=[O:14])=[CH:10][N:6]2[N:5]=[CH:4][N:3]=1. (3) Given the reactants [OH:1][CH:2]1[O:6][C@H:5]2[CH2:7][C:8]([CH:10]=[O:11])=[CH:9][C@H:4]2[CH2:3]1.CN(C1C=CC=CN=1)C.C(N(CC)CC)C.[C:28](Cl)(=[O:35])[C:29]1[CH:34]=[CH:33][CH:32]=[CH:31][CH:30]=1, predict the reaction product. The product is: [C:28]([O:1][CH:2]1[O:6][C@H:5]2[CH2:7][C:8]([CH:10]=[O:11])=[CH:9][C@H:4]2[CH2:3]1)(=[O:35])[C:29]1[CH:34]=[CH:33][CH:32]=[CH:31][CH:30]=1. (4) Given the reactants [C:1]1([N:7]=[C:8]=[O:9])[CH:6]=[CH:5][CH:4]=[CH:3][CH:2]=1.[NH2:10][C:11]1[CH:12]=[C:13]2[CH2:19][C:18]3([CH:24]4[CH2:25][CH2:26][N:21]([CH2:22][CH2:23]4)[CH2:20]3)[O:17][C:14]2=[N:15][CH:16]=1, predict the reaction product. The product is: [C:1]1([NH:7][C:8]([NH:10][C:11]2[CH:12]=[C:13]3[CH2:19][C:18]4([CH:24]5[CH2:23][CH2:22][N:21]([CH2:26][CH2:25]5)[CH2:20]4)[O:17][C:14]3=[N:15][CH:16]=2)=[O:9])[CH:6]=[CH:5][CH:4]=[CH:3][CH:2]=1.